Predict the reaction yield, written as a fraction of the theoretical maximum amount of product (1.0 means a 100% yield; for example, 0.34 means a 34% yield). From a dataset of Reaction yield outcomes from USPTO patents with 853,638 reactions. (1) The reactants are [OH:1][NH:2][C:3](=[NH:5])[CH3:4].[H-].[Na+].CO[C:10]([C:12]1[C:13]([CH:22]([CH3:24])[CH3:23])=[C:14]2[N:19]([CH:20]=1)[N:18]=[CH:17][NH:16][C:15]2=[O:21])=O. The catalyst is C1COCC1. The product is [CH:22]([C:13]1[C:12]([C:10]2[O:1][N:2]=[C:3]([CH3:4])[N:5]=2)=[CH:20][N:19]2[C:14]=1[C:15](=[O:21])[NH:16][CH:17]=[N:18]2)([CH3:24])[CH3:23]. The yield is 0.950. (2) The reactants are Cl[C:2]1[N:7]=[C:6]([NH:8][C:9]2[CH:14]=[CH:13][CH:12]=[CH:11][C:10]=2[S:15]([N:18]([CH3:20])[CH3:19])(=[O:17])=[O:16])[C:5]([Cl:21])=[CH:4][N:3]=1.[NH2:22][C:23]1[C:43]([O:44][CH3:45])=[CH:42][C:26]2[CH2:27][CH2:28][N:29]([CH2:32][C:33]([N:35]3[CH2:40][CH2:39][N:38]([CH3:41])[CH2:37][CH2:36]3)=[O:34])[CH2:30][CH2:31][C:25]=2[CH:24]=1. No catalyst specified. The product is [Cl:21][C:5]1[C:6]([NH:8][C:9]2[CH:14]=[CH:13][CH:12]=[CH:11][C:10]=2[S:15]([N:18]([CH3:20])[CH3:19])(=[O:17])=[O:16])=[N:7][C:2]([NH:22][C:23]2[C:43]([O:44][CH3:45])=[CH:42][C:26]3[CH2:27][CH2:28][N:29]([CH2:32][C:33]([N:35]4[CH2:36][CH2:37][N:38]([CH3:41])[CH2:39][CH2:40]4)=[O:34])[CH2:30][CH2:31][C:25]=3[CH:24]=2)=[N:3][CH:4]=1. The yield is 0.360. (3) The reactants are [Br:1][CH:2]([CH2:20][CH2:21]Br)[C:3]([NH:5][CH:6]1[CH2:11][CH2:10][N:9]([C:12]2[S:16][N:15]=[C:14]([CH:17]([CH3:19])[CH3:18])[N:13]=2)[CH2:8][CH2:7]1)=[O:4].[H-].[Na+].O. The catalyst is CN(C=O)C. The product is [Br:1][CH:2]1[CH2:20][CH2:21][N:5]([CH:6]2[CH2:11][CH2:10][N:9]([C:12]3[S:16][N:15]=[C:14]([CH:17]([CH3:19])[CH3:18])[N:13]=3)[CH2:8][CH2:7]2)[C:3]1=[O:4]. The yield is 0.622. (4) The reactants are [CH:1]([C:4]1[C:8]([CH2:9][CH2:10][OH:11])=[CH:7][N:6]([C:12]2[CH:17]=[CH:16][C:15]([C:18]([F:21])([F:20])[F:19])=[CH:14][N:13]=2)[N:5]=1)([CH3:3])[CH3:2].O[C:23]1[C:28]([O:29][CH3:30])=[CH:27][CH:26]=[CH:25][C:24]=1[CH2:31][C:32]([O:34]C)=[O:33].C(P(CCCC)CCCC)CCC.N(C(N1CCCCC1)=O)=NC(N1CCCCC1)=O. The catalyst is O1CCCC1. The product is [CH:1]([C:4]1[C:8]([CH2:9][CH2:10][O:11][C:23]2[C:28]([O:29][CH3:30])=[CH:27][CH:26]=[CH:25][C:24]=2[CH2:31][C:32]([OH:34])=[O:33])=[CH:7][N:6]([C:12]2[CH:17]=[CH:16][C:15]([C:18]([F:20])([F:19])[F:21])=[CH:14][N:13]=2)[N:5]=1)([CH3:3])[CH3:2]. The yield is 0.860. (5) The reactants are [OH-].[Na+].[NH2:3][C:4]1[C:9]([F:10])=[C:8]([C:11]2[CH:19]=[CH:18][C:14]3=[N:15][O:16][N:17]=[C:13]3[CH:12]=2)[N:7]=[C:6]([C:20]([O:22]C)=[O:21])[C:5]=1[Cl:24].Cl. The catalyst is CO. The product is [NH2:3][C:4]1[C:9]([F:10])=[C:8]([C:11]2[CH:19]=[CH:18][C:14]3=[N:15][O:16][N:17]=[C:13]3[CH:12]=2)[N:7]=[C:6]([C:20]([OH:22])=[O:21])[C:5]=1[Cl:24]. The yield is 0.630. (6) The reactants are [Br:1][C:2]1[CH:3]=[CH:4][C:5]([NH:8][C@@H:9]2[CH2:14][CH2:13][CH2:12][NH:11][C@H:10]2[CH3:15])=[N:6][CH:7]=1.CCN(C(C)C)[CH:19]([CH3:21])[CH3:20].CN(C(O[N:33]1[N:41]=[N:40][C:35]2C=CC=N[C:34]1=2)=[N+](C)C)C.F[P-](F)(F)(F)(F)F.[CH2:49]1[CH2:53][O:52][CH2:51][CH2:50]1. No catalyst specified. The product is [N:40]1[N:41]([C:20]2[CH:19]=[CH:21][CH:51]=[CH:50][C:49]=2[C:53]([N:11]2[CH2:12][CH2:13][CH2:14][C@@H:9]([NH:8][C:5]3[CH:4]=[CH:3][C:2]([Br:1])=[CH:7][N:6]=3)[C@@H:10]2[CH3:15])=[O:52])[N:33]=[CH:34][CH:35]=1. The yield is 0.550. (7) The reactants are [OH:1][C:2]1[CH:10]=[C:9]2[C:5]([CH2:6][CH2:7][C:8]2=[O:11])=[CH:4][CH:3]=1.[F:12][CH2:13][CH2:14][CH2:15]O.C1(P(C2C=CC=CC=2)C2C=CC=CC=2)C=CC=CC=1.N(C(OC(C)C)=O)=NC(OC(C)C)=O. The catalyst is C1COCC1. The product is [F:12][CH2:13][CH2:14][CH2:15][O:1][C:2]1[CH:10]=[C:9]2[C:5]([CH2:6][CH2:7][C:8]2=[O:11])=[CH:4][CH:3]=1. The yield is 0.810. (8) The reactants are [C:1]([O:5][C:6]([C:8]1[C:31]([F:32])=[CH:30][C:11]([CH2:12][N:13]2[CH2:18][CH2:17][N:16](C(OCC3C=CC=CC=3)=O)[C@@H:15]([CH3:29])[CH2:14]2)=[C:10]([CH:33]2[CH2:35][CH2:34]2)[CH:9]=1)=[O:7])([CH3:4])([CH3:3])[CH3:2]. The catalyst is [Pd].CO. The product is [CH:33]1([C:10]2[C:11]([CH2:12][N:13]3[CH2:18][CH2:17][NH:16][C@@H:15]([CH3:29])[CH2:14]3)=[CH:30][C:31]([F:32])=[C:8]([CH:9]=2)[C:6]([O:5][C:1]([CH3:4])([CH3:3])[CH3:2])=[O:7])[CH2:35][CH2:34]1. The yield is 1.00. (9) The reactants are [F:1][C:2]1[CH:9]=[CH:8][C:5]([CH2:6][Cl:7])=[CH:4][CH:3]=1.[CH3:10][C:11]1([CH3:34])[CH:15]([N:16]2[CH2:20][CH2:19][CH2:18][CH2:17]2)[C:14]2[C:21]([CH3:33])=[C:22]([N:27]3[CH2:32][CH2:31][NH:30][CH2:29][CH2:28]3)[C:23]([CH3:26])=[C:24]([CH3:25])[C:13]=2[O:12]1.[ClH:35]. The catalyst is C(OCC)(=O)C. The product is [ClH:7].[ClH:35].[F:1][C:2]1[CH:9]=[CH:8][C:5]([CH2:6][N:30]2[CH2:31][CH2:32][N:27]([C:22]3[C:23]([CH3:26])=[C:24]([CH3:25])[C:13]4[O:12][C:11]([CH3:34])([CH3:10])[CH:15]([N:16]5[CH2:17][CH2:18][CH2:19][CH2:20]5)[C:14]=4[C:21]=3[CH3:33])[CH2:28][CH2:29]2)=[CH:4][CH:3]=1. The yield is 0.250.